This data is from Forward reaction prediction with 1.9M reactions from USPTO patents (1976-2016). The task is: Predict the product of the given reaction. (1) Given the reactants [C:1]([O:6][CH2:7][CH3:8])(=[O:5])[CH:2]([CH3:4])[CH3:3].C[Si]([N-][Si](C)(C)C)(C)C.[Li+].Br[CH2:20][C:21]1[CH:26]=[CH:25][C:24]([F:27])=[CH:23][CH:22]=1, predict the reaction product. The product is: [CH2:7]([O:6][C:1](=[O:5])[C:2]([CH3:4])([CH3:3])[CH2:20][C:21]1[CH:26]=[CH:25][C:24]([F:27])=[CH:23][CH:22]=1)[CH3:8]. (2) Given the reactants [CH3:1][N:2]([CH3:8])[CH2:3][CH2:1][N:2]([CH3:8])[CH3:3].[CH2:9]([O:16][C:17]1[CH:22]=[CH:21][C:20]([CH2:23][C:24]([O:26][CH3:27])=[O:25])=[CH:19][CH:18]=1)[C:10]1[CH:15]=[CH:14][CH:13]=[CH:12][CH:11]=1.C(OCC)(=O)C.[Cl-].[NH4+], predict the reaction product. The product is: [CH2:9]([O:16][C:17]1[CH:22]=[CH:21][C:20]([C:23](=[CH:1][N:2]([CH3:8])[CH3:3])[C:24]([O:26][CH3:27])=[O:25])=[CH:19][CH:18]=1)[C:10]1[CH:11]=[CH:12][CH:13]=[CH:14][CH:15]=1. (3) Given the reactants [Br:1][CH2:2][CH2:3][CH2:4][CH3:5].[N:6]1[CH:11]=[CH:10][CH:9]=[CH:8][CH:7]=1, predict the reaction product. The product is: [Br-:1].[CH2:2]([N+:6]1[CH:11]=[CH:10][CH:9]=[CH:8][CH:7]=1)[CH2:3][CH2:4][CH3:5]. (4) Given the reactants [CH3:1][O:2][CH2:3][CH2:4][N:5]([CH3:9])[CH2:6][CH2:7]O.S(Cl)([Cl:12])=O, predict the reaction product. The product is: [ClH:12].[Cl:12][CH2:7][CH2:6][N:5]([CH2:4][CH2:3][O:2][CH3:1])[CH3:9].